The task is: Predict the reactants needed to synthesize the given product.. This data is from Full USPTO retrosynthesis dataset with 1.9M reactions from patents (1976-2016). (1) The reactants are: Cl.[Cl:2][C:3]1[CH:8]=[C:7]([Cl:9])[CH:6]=[CH:5][C:4]=1[S:10]([NH:13][CH2:14][CH2:15][N:16]1[CH2:21][CH2:20][N:19](C(OC(C)(C)C)=O)[CH2:18][CH2:17]1)(=[O:12])=[O:11]. Given the product [ClH:2].[Cl:2][C:3]1[CH:8]=[C:7]([Cl:9])[CH:6]=[CH:5][C:4]=1[S:10]([NH:13][CH2:14][CH2:15][N:16]1[CH2:21][CH2:20][NH:19][CH2:18][CH2:17]1)(=[O:12])=[O:11], predict the reactants needed to synthesize it. (2) Given the product [Br:1][C:2]1[CH:3]=[C:4]([NH:8][C:9](=[O:20])[C:10]2[CH:15]=[CH:14][C:13]([S:28][C:24]3[CH:25]=[CH:26][CH:27]=[C:22]([OH:21])[CH:23]=3)=[C:12]([N+:17]([O-:19])=[O:18])[CH:11]=2)[CH:5]=[CH:6][CH:7]=1, predict the reactants needed to synthesize it. The reactants are: [Br:1][C:2]1[CH:3]=[C:4]([NH:8][C:9](=[O:20])[C:10]2[CH:15]=[CH:14][C:13](Cl)=[C:12]([N+:17]([O-:19])=[O:18])[CH:11]=2)[CH:5]=[CH:6][CH:7]=1.[OH:21][C:22]1[CH:23]=[C:24]([SH:28])[CH:25]=[CH:26][CH:27]=1.C(=O)([O-])[O-].[Cs+].[Cs+].Cl. (3) Given the product [Cl:15][C:16]1[C:21]([Cl:22])=[CH:20][CH:19]=[CH:18][C:17]=1/[CH:23]=[CH:24]/[C:25]([NH:12][C:9]1[CH:10]=[CH:11][N:7]([CH2:6][CH2:5][CH2:4][CH2:3][C:2]([F:1])([F:14])[CH3:13])[N:8]=1)=[O:26], predict the reactants needed to synthesize it. The reactants are: [F:1][C:2]([F:14])([CH3:13])[CH2:3][CH2:4][CH2:5][CH2:6][N:7]1[CH:11]=[CH:10][C:9]([NH2:12])=[N:8]1.[Cl:15][C:16]1[C:21]([Cl:22])=[CH:20][CH:19]=[CH:18][C:17]=1/[CH:23]=[CH:24]/[C:25](O)=[O:26]. (4) Given the product [Cl:1][C:2]1[CH:21]=[CH:20][C:19]([C:22]2[C:27]([C:28]3[NH:32][N:31]=[N:30][N:29]=3)=[N:26][CH:25]=[CH:24][N:23]=2)=[CH:18][C:3]=1[C:4]([NH:6][CH2:7][C:8]12[CH2:9][CH:10]3[CH2:16][CH:14]([CH2:13][CH:12]([CH2:11]3)[CH2:17]1)[CH2:15]2)=[O:5], predict the reactants needed to synthesize it. The reactants are: [Cl:1][C:2]1[CH:21]=[CH:20][C:19]([C:22]2[C:27]([C:28]#[N:29])=[N:26][CH:25]=[CH:24][N:23]=2)=[CH:18][C:3]=1[C:4]([NH:6][CH2:7][C:8]12[CH2:17][CH:12]3[CH2:13][CH:14]([CH2:16][CH:10]([CH2:11]3)[CH2:9]1)[CH2:15]2)=[O:5].[N:30]([Si](C)(C)C)=[N+:31]=[N-:32].C([Sn](=O)CCCC)CCC. (5) Given the product [I:3][C:4]1[C:5]([CH3:12])=[N:6][N:7]([CH3:11])[C:8]=1[CH2:9][OH:10], predict the reactants needed to synthesize it. The reactants are: [BH4-].[Na+].[I:3][C:4]1[C:5]([CH3:12])=[N:6][N:7]([CH3:11])[C:8]=1[CH:9]=[O:10].[Cl-].[NH4+].